This data is from Full USPTO retrosynthesis dataset with 1.9M reactions from patents (1976-2016). The task is: Predict the reactants needed to synthesize the given product. (1) The reactants are: [OH:1][NH:2][C:3](=[NH:12])[C:4]1[CH:9]=[C:8](C)[N:7]=[C:6]([CH3:11])[CH:5]=1.COC(=O)C1C=C(C)[N:19]=[C:18](Cl)[CH:17]=1. Given the product [CH2:18]([NH:19][C:8]1[CH:9]=[C:4]([CH:5]=[C:6]([CH3:11])[N:7]=1)[C:3]([NH:2][OH:1])=[NH:12])[CH3:17], predict the reactants needed to synthesize it. (2) Given the product [CH3:1][N:2]([C:17]1[CH:28]=[CH:29][CH:24]=[CH:25][CH:26]=1)[C:3]1[CH:12]=[CH:11][CH:10]=[C:9]2[C:4]=1[CH:5]=[CH:6][CH:7]=[C:8]2[S:13]([Cl:16])(=[O:15])=[O:14], predict the reactants needed to synthesize it. The reactants are: [CH3:1][N:2]([CH3:17])[C:3]1[CH:12]=[CH:11][CH:10]=[C:9]2[C:4]=1[CH:5]=[CH:6][CH:7]=[C:8]2[S:13]([Cl:16])(=[O:15])=[O:14].FC(F)(F)S(O[C:24]1[CH:29]=[CH:28]C=[CH:26][C:25]=1[Si](C)(C)C)(=O)=O.[F-].[K+].C1OCCOCCOCCOCCOCCOC1. (3) Given the product [CH2:1]([O:3][C:4]([C:6]1[C:7]([C:18]([CH3:20])=[CH2:19])=[C:8]2[N:13]([CH:14]=1)[CH:12]=[C:11]([CH2:15][OH:16])[CH:10]=[CH:9]2)=[O:5])[CH3:2], predict the reactants needed to synthesize it. The reactants are: [CH2:1]([O:3][C:4]([C:6]1[C:7](Br)=[C:8]2[N:13]([CH:14]=1)[CH:12]=[C:11]([CH2:15][OH:16])[CH:10]=[CH:9]2)=[O:5])[CH3:2].[C:18](B1OC(C)(C)C(C)(C)O1)([CH3:20])=[CH2:19].C(=O)(O)[O-].[Na+]. (4) The reactants are: [Cl:1][C:2]1[CH:3]=[C:4]2[C:9](=[CH:10][CH:11]=1)[N:8]=[C:7]1[CH2:12][CH2:13][CH2:14][CH2:15][CH2:16][C:6]1=[C:5]2Cl.[OH2:18]. Given the product [Cl:1][C:2]1[CH:3]=[C:4]2[C:9](=[CH:10][CH:11]=1)[NH:8][C:7]1[CH2:12][CH2:13][CH2:14][CH2:15][CH2:16][C:6]=1[C:5]2=[O:18], predict the reactants needed to synthesize it. (5) Given the product [NH2:1][C:2]1[CH:3]=[N:4][CH:5]=[CH:6][C:7]=1[N:8]1[CH2:13][CH2:12][CH2:11][C@@H:10]([NH:14][C:15](=[O:21])[O:16][C:17]([CH3:19])([CH3:18])[CH3:20])[CH2:9]1, predict the reactants needed to synthesize it. The reactants are: [NH2:1][C:2]1[CH:3]=[N:4][CH:5]=[CH:6][C:7]=1[N:8]1[CH2:13][CH2:12][CH2:11][C@H:10]([NH:14][C:15](=[O:21])[O:16][C:17]([CH3:20])([CH3:19])[CH3:18])[CH2:9]1.N1CCC[C@@H](NC(=O)OC(C)(C)C)C1. (6) Given the product [S:10]1[CH:14]=[CH:13][CH:12]=[C:11]1[C:2]1[CH:9]=[CH:8][C:5]([CH:6]=[O:7])=[CH:4][CH:3]=1, predict the reactants needed to synthesize it. The reactants are: Br[C:2]1[CH:9]=[CH:8][C:5]([CH:6]=[O:7])=[CH:4][CH:3]=1.[S:10]1[CH:14]=[CH:13][CH:12]=[C:11]1B(O)O.C([O-])([O-])=O.[Na+].[Na+]. (7) Given the product [C:21]([C:8]1[CH:9]=[C:10]([C:13]2[N:17]([CH3:18])[C:16]([C:19]#[N:20])=[CH:15][CH:14]=2)[CH:11]=[CH:12][C:7]=1[NH:6][S:2]([CH3:1])(=[O:4])=[O:3])#[N:22], predict the reactants needed to synthesize it. The reactants are: [CH3:1][S:2](Cl)(=[O:4])=[O:3].[NH2:6][C:7]1[CH:12]=[CH:11][C:10]([C:13]2[N:17]([CH3:18])[C:16]([C:19]#[N:20])=[CH:15][CH:14]=2)=[CH:9][C:8]=1[C:21]#[N:22].